This data is from NCI-60 drug combinations with 297,098 pairs across 59 cell lines. The task is: Regression. Given two drug SMILES strings and cell line genomic features, predict the synergy score measuring deviation from expected non-interaction effect. Drug 1: CC(CN1CC(=O)NC(=O)C1)N2CC(=O)NC(=O)C2. Drug 2: C1=CN(C(=O)N=C1N)C2C(C(C(O2)CO)O)O.Cl. Cell line: OVCAR-8. Synergy scores: CSS=43.4, Synergy_ZIP=-4.92, Synergy_Bliss=-4.11, Synergy_Loewe=-2.54, Synergy_HSA=0.368.